From a dataset of Forward reaction prediction with 1.9M reactions from USPTO patents (1976-2016). Predict the product of the given reaction. (1) Given the reactants [F:1][C:2]1[CH:3]=[N:4][CH:5]=[C:6](Br)[CH:7]=1.C([N:16]1[C:24]2[C:19](=[CH:20][C:21]([F:25])=[CH:22][CH:23]=2)[CH:18]=[C:17]1B(O)O)(OC(C)(C)C)=O, predict the reaction product. The product is: [F:25][C:21]1[CH:20]=[C:19]2[C:24](=[CH:23][CH:22]=1)[NH:16][C:17]([C:6]1[CH:5]=[N:4][CH:3]=[C:2]([F:1])[CH:7]=1)=[CH:18]2. (2) The product is: [Cl:1][C:2]1[C:11]2[C:6](=[CH:7][C:8]([O:13][CH3:14])=[C:9]([O:12][CH2:28][C@@H:33]3[CH2:32][CH2:31][CH2:30][N:35]3[C:36]([O:38][C:39]([CH3:42])([CH3:41])[CH3:40])=[O:37])[CH:10]=2)[N:5]=[CH:4][N:3]=1. Given the reactants [Cl:1][C:2]1[C:11]2[C:6](=[CH:7][C:8]([O:13][CH3:14])=[C:9]([OH:12])[CH:10]=2)[N:5]=[CH:4][N:3]=1.[C:32]1(P([C:28]2[CH:33]=[CH:32][CH:31]=[CH:30]C=2)[C:32]2[CH:33]=[CH:28]C=[CH:30][CH:31]=2)[CH:33]=[CH:28]C=[CH:30][CH:31]=1.[N:35]([C:36]([O:38][C:39]([CH3:42])([CH3:41])[CH3:40])=[O:37])=[N:35][C:36]([O:38][C:39]([CH3:42])([CH3:41])[CH3:40])=[O:37], predict the reaction product. (3) Given the reactants Cl[C:2]1[CH:7]=[N:6][CH:5]=[CH:4][N:3]=1.[NH:8]1[CH2:13][CH2:12][O:11][CH2:10][CH2:9]1.NC1C=NC=CN=1, predict the reaction product. The product is: [N:3]1[CH:4]=[CH:5][N:6]=[CH:7][C:2]=1[N:8]1[CH2:13][CH2:12][O:11][CH2:10][CH2:9]1.